The task is: Predict which catalyst facilitates the given reaction.. This data is from Catalyst prediction with 721,799 reactions and 888 catalyst types from USPTO. (1) Reactant: C([O:3][C:4](=[O:28])[CH2:5][N:6]1[CH2:11][CH2:10][N:9]([C:12](=[O:27])[CH2:13][CH2:14][C:15]2[CH:20]=[C:19]([O:21][CH3:22])[C:18]([O:23][CH3:24])=[C:17]([O:25][CH3:26])[CH:16]=2)[CH2:8][CH2:7]1)C.[OH-].[Na+].Cl. Product: [CH3:26][O:25][C:17]1[CH:16]=[C:15]([CH2:14][CH2:13][C:12]([N:9]2[CH2:8][CH2:7][N:6]([CH2:5][C:4]([OH:28])=[O:3])[CH2:11][CH2:10]2)=[O:27])[CH:20]=[C:19]([O:21][CH3:22])[C:18]=1[O:23][CH3:24]. The catalyst class is: 191. (2) Reactant: [C:1]([O:5][C:6](=[O:28])[C@@H:7]([N:10]1[CH:15]=[CH:14][CH:13]=[C:12]([NH:16]C(OCC2C=CC=CC=2)=O)[C:11]1=[O:27])[CH2:8][CH3:9])([CH3:4])([CH3:3])[CH3:2]. Product: [C:1]([O:5][C:6](=[O:28])[C@@H:7]([N:10]1[CH:15]=[CH:14][CH:13]=[C:12]([NH2:16])[C:11]1=[O:27])[CH2:8][CH3:9])([CH3:2])([CH3:3])[CH3:4]. The catalyst class is: 515. (3) Reactant: [C:1]([CH2:4][CH2:5][CH2:6][N:7]([CH3:61])[C@H:8]([C:12]([NH:14][C@H:15]([C:19]([N:21]([C@@H:23]([C@@H:57]([CH3:60])[CH2:58][CH3:59])[C@H:24]([O:55][CH3:56])[CH2:25][C:26]([N:28]1[CH2:32][CH2:31][CH2:30][C@H:29]1[C@H:33]([O:53][CH3:54])[C@@H:34]([CH3:52])[C:35]([NH:37][C@@H:38]([CH2:42][C:43]1[C:51]2[C:46](=[CH:47][CH:48]=[CH:49][CH:50]=2)[NH:45][CH:44]=1)[C:39]([NH2:41])=[O:40])=[O:36])=[O:27])[CH3:22])=[O:20])[CH:16]([CH3:18])[CH3:17])=[O:13])[CH:9]([CH3:11])[CH3:10])(O)=[O:2].F[P-](F)(F)(F)(F)F.N1(OC(N(C)C)=[N+](C)C)C2N=CC=CC=2N=N1.C(N(CC)C(C)C)(C)C.[O:95]=[C:96]1[CH:100]=[CH:99][C:98](=[O:101])[N:97]1[CH2:102][CH2:103][CH2:104][CH2:105][CH2:106][C:107]([NH:109][NH2:110])=[O:108]. Product: [O:101]=[C:98]1[CH:99]=[CH:100][C:96](=[O:95])[N:97]1[CH2:102][CH2:103][CH2:104][CH2:105][CH2:106][C:107]([NH:109][NH:110][C:1](=[O:2])[CH2:4][CH2:5][CH2:6][N:7]([CH3:61])[C@H:8]([C:12]([NH:14][C@H:15]([C:19]([N:21]([C@@H:23]([C@@H:57]([CH3:60])[CH2:58][CH3:59])[C@H:24]([O:55][CH3:56])[CH2:25][C:26]([N:28]1[CH2:32][CH2:31][CH2:30][C@H:29]1[C@H:33]([O:53][CH3:54])[C@@H:34]([CH3:52])[C:35]([NH:37][C@@H:38]([CH2:42][C:43]1[C:51]2[C:46](=[CH:47][CH:48]=[CH:49][CH:50]=2)[NH:45][CH:44]=1)[C:39]([NH2:41])=[O:40])=[O:36])=[O:27])[CH3:22])=[O:20])[CH:16]([CH3:17])[CH3:18])=[O:13])[CH:9]([CH3:10])[CH3:11])=[O:108]. The catalyst class is: 3. (4) Reactant: Cl[CH2:2][C:3]1[CH:4]=[CH:5][C:6]([O:9][CH2:10][C:11]2[N:12]=[C:13]([C:17]3[CH:22]=[CH:21][CH:20]=[CH:19][CH:18]=3)[O:14][C:15]=2[CH3:16])=[N:7][CH:8]=1.[OH:23][C:24]1[CH:29]=[CH:28][CH:27]=[CH:26][C:25]=1[CH2:30][C:31]([O:33][CH3:34])=[O:32].CN(C)C=O. Product: [CH3:16][C:15]1[O:14][C:13]([C:17]2[CH:22]=[CH:21][CH:20]=[CH:19][CH:18]=2)=[N:12][C:11]=1[CH2:10][O:9][C:6]1[N:7]=[CH:8][C:3]([CH2:2][O:23][C:24]2[CH:29]=[CH:28][CH:27]=[CH:26][C:25]=2[CH2:30][C:31]([O:33][CH3:34])=[O:32])=[CH:4][CH:5]=1. The catalyst class is: 6. (5) Reactant: [C:1]([NH2:5])([CH3:4])([CH3:3])[CH3:2].C(N(CC)CC)C.[F:13][C:14]1[CH:22]=[C:21]([F:23])[CH:20]=[CH:19][C:15]=1[C:16](Cl)=[O:17].C([O-])(O)=O.[Na+]. Product: [C:1]([NH:5][C:16](=[O:17])[C:15]1[CH:19]=[CH:20][C:21]([F:23])=[CH:22][C:14]=1[F:13])([CH3:4])([CH3:3])[CH3:2]. The catalyst class is: 4. (6) Reactant: [CH3:1][O:2][C:3]1[CH:4]=[C:5]([C@:11]23[CH2:19][N:18]([CH3:20])[CH2:17][C@H:16]2[CH2:15][C:14](=O)[CH2:13][CH2:12]3)[CH:6]=[CH:7][C:8]=1[O:9][CH3:10].N.C([BH3-])#[N:24].[Na+]. Product: [CH3:1][O:2][C:3]1[CH:4]=[C:5]([C@:11]23[CH2:19][N:18]([CH3:20])[CH2:17][C@H:16]2[CH2:15][C@H:14]([NH2:24])[CH2:13][CH2:12]3)[CH:6]=[CH:7][C:8]=1[O:9][CH3:10]. The catalyst class is: 5. (7) Reactant: [CH3:1][NH:2][C:3](=[O:19])[C:4]1[CH:9]=[CH:8][C:7]([NH:10][C:11]2([C:16]#N)[CH2:15][CH2:14][CH2:13][CH2:12]2)=[CH:6][C:5]=1[F:18].[N:20]([C:23]1[CH:30]=[CH:29][C:26]([C:27]#[N:28])=[C:25]([C:31]([F:34])([F:33])[F:32])[CH:24]=1)=[C:21]=[S:22].C[OH:36].Cl. Product: [C:27]([C:26]1[CH:29]=[CH:30][C:23]([N:20]2[C:16](=[O:36])[C:11]3([CH2:15][CH2:14][CH2:13][CH2:12]3)[N:10]([C:7]3[CH:8]=[CH:9][C:4]([C:3]([NH:2][CH3:1])=[O:19])=[C:5]([F:18])[CH:6]=3)[C:21]2=[S:22])=[CH:24][C:25]=1[C:31]([F:32])([F:34])[F:33])#[N:28].[CH3:1][NH:2][C:3]([C:4]1[CH:9]=[CH:8][C:7]([N:10]2[C:11]3([CH2:15][CH2:14][CH2:13]3)[C:16](=[O:36])[N:20]([C:23]3[CH:30]=[CH:29][C:26]([C:27]#[N:28])=[C:25]([C:31]([F:32])([F:34])[F:33])[CH:24]=3)[C:21]2=[S:22])=[CH:6][C:5]=1[F:18])=[O:19]. The catalyst class is: 18. (8) Reactant: [F:1][C:2]1[CH:3]=[C:4]([C@:15]([NH:30][CH:31]=O)([C:23]2[CH:28]=[CH:27][C:26]([F:29])=[CH:25][CH:24]=2)[CH2:16][C:17]2[CH:22]=[CH:21][CH:20]=[CH:19][CH:18]=2)[CH:5]=[C:6]([O:8][C:9]([F:14])([F:13])[CH:10]([F:12])[F:11])[CH:7]=1.C(N(CC)CC)C.O=P(Cl)(Cl)Cl. Product: [F:1][C:2]1[CH:7]=[C:6]([O:8][C:9]([F:14])([F:13])[CH:10]([F:12])[F:11])[CH:5]=[C:4]([C@@:15]([C:23]2[CH:28]=[CH:27][C:26]([F:29])=[CH:25][CH:24]=2)([N+:30]#[C-:31])[CH2:16][C:17]2[CH:22]=[CH:21][CH:20]=[CH:19][CH:18]=2)[CH:3]=1. The catalyst class is: 91.